From a dataset of Merck oncology drug combination screen with 23,052 pairs across 39 cell lines. Regression. Given two drug SMILES strings and cell line genomic features, predict the synergy score measuring deviation from expected non-interaction effect. (1) Drug 1: CC(=O)OC1C(=O)C2(C)C(O)CC3OCC3(OC(C)=O)C2C(OC(=O)c2ccccc2)C2(O)CC(OC(=O)C(O)C(NC(=O)c3ccccc3)c3ccccc3)C(C)=C1C2(C)C. Drug 2: COC1CC2CCC(C)C(O)(O2)C(=O)C(=O)N2CCCCC2C(=O)OC(C(C)CC2CCC(OP(C)(C)=O)C(OC)C2)CC(=O)C(C)C=C(C)C(O)C(OC)C(=O)C(C)CC(C)C=CC=CC=C1C. Cell line: A2780. Synergy scores: synergy=12.5. (2) Drug 1: CCC1=CC2CN(C1)Cc1c([nH]c3ccccc13)C(C(=O)OC)(c1cc3c(cc1OC)N(C)C1C(O)(C(=O)OC)C(OC(C)=O)C4(CC)C=CCN5CCC31C54)C2. Drug 2: Cn1nnc2c(C(N)=O)ncn2c1=O. Cell line: HT29. Synergy scores: synergy=-25.6. (3) Drug 1: CS(=O)(=O)CCNCc1ccc(-c2ccc3ncnc(Nc4ccc(OCc5cccc(F)c5)c(Cl)c4)c3c2)o1. Drug 2: CC(C)CC(NC(=O)C(Cc1ccccc1)NC(=O)c1cnccn1)B(O)O. Cell line: NCIH460. Synergy scores: synergy=25.7. (4) Drug 1: Nc1ccn(C2OC(CO)C(O)C2(F)F)c(=O)n1. Drug 2: CNC(=O)c1cc(Oc2ccc(NC(=O)Nc3ccc(Cl)c(C(F)(F)F)c3)cc2)ccn1. Cell line: T47D. Synergy scores: synergy=-12.0.